From a dataset of TCR-epitope binding with 47,182 pairs between 192 epitopes and 23,139 TCRs. Binary Classification. Given a T-cell receptor sequence (or CDR3 region) and an epitope sequence, predict whether binding occurs between them. (1) The epitope is FADDLNQLTGY. The TCR CDR3 sequence is CASSQEHRSSYEQYF. Result: 1 (the TCR binds to the epitope). (2) The epitope is FPPTSFGPL. The TCR CDR3 sequence is CASSQGYSLDQETQYF. Result: 1 (the TCR binds to the epitope). (3) The epitope is KLSYGIATV. The TCR CDR3 sequence is CSVASGVMSYEQYF. Result: 1 (the TCR binds to the epitope). (4) The epitope is RLRPGGKKK. The TCR CDR3 sequence is CASSLTTGGNQPQHF. Result: 0 (the TCR does not bind to the epitope).